This data is from Full USPTO retrosynthesis dataset with 1.9M reactions from patents (1976-2016). The task is: Predict the reactants needed to synthesize the given product. Given the product [CH3:1][N:2]1[C:6]([C@@H:7]2[CH2:16][CH2:15][CH2:14][CH2:13][C@@H:8]2[OH:9])=[CH:5][CH:4]=[N:3]1, predict the reactants needed to synthesize it. The reactants are: [CH3:1][N:2]1[C:6]([C@@:7]23[CH2:16][CH2:15][CH2:14][CH2:13][C@@H:8]2[O:9]C(=O)O3)=[CH:5][CH:4]=[N:3]1.